From a dataset of HIV replication inhibition screening data with 41,000+ compounds from the AIDS Antiviral Screen. Binary Classification. Given a drug SMILES string, predict its activity (active/inactive) in a high-throughput screening assay against a specified biological target. (1) The result is 0 (inactive). The compound is COC(=O)C12OCC34C(CC5C(C)=C(O)C(=O)CC5(C)C3C(O)C1O)OC(=O)C(OC(=O)C(N)Cc1ccccc1)C24. (2) The drug is O=[N+]([O-])c1ccc(NN=CCC(O)(C(F)(F)F)C(F)(F)F)c([N+](=O)[O-])c1. The result is 0 (inactive). (3) The drug is COc1cc(C2c3cc4c(c(O)c3CC3COC(=O)C32)OCO4)cc(OC)c1O. The result is 0 (inactive).